Dataset: Peptide-MHC class II binding affinity with 134,281 pairs from IEDB. Task: Regression. Given a peptide amino acid sequence and an MHC pseudo amino acid sequence, predict their binding affinity value. This is MHC class II binding data. (1) The peptide sequence is GDKFLANVSTVLTGK. The MHC is DRB1_0404 with pseudo-sequence DRB1_0404. The binding affinity (normalized) is 0.633. (2) The peptide sequence is FEAMYLGTCQTLTPM. The MHC is DRB1_1101 with pseudo-sequence DRB1_1101. The binding affinity (normalized) is 0.377. (3) The peptide sequence is FTVFEAAFNNAIKAG. The MHC is HLA-DQA10104-DQB10503 with pseudo-sequence HLA-DQA10104-DQB10503. The binding affinity (normalized) is 0.234.